Dataset: Reaction yield outcomes from USPTO patents with 853,638 reactions. Task: Predict the reaction yield, written as a fraction of the theoretical maximum amount of product (1.0 means a 100% yield; for example, 0.34 means a 34% yield). (1) The reactants are [F:1][C:2]([F:16])([F:15])[C:3]1[N:8]=[CH:7][C:6]([CH:9]2[CH2:13][CH2:12][CH2:11][C:10]2=[O:14])=[CH:5][CH:4]=1.[Li+].CC([N-]C(C)C)C.[C:25](C#N)(=[O:29])[O:26][CH2:27][CH3:28]. No catalyst specified. The product is [O:14]=[C:10]1[CH:9]([C:6]2[CH:7]=[N:8][C:3]([C:2]([F:1])([F:15])[F:16])=[CH:4][CH:5]=2)[CH2:13][CH2:12][CH:11]1[C:25]([O:26][CH2:27][CH3:28])=[O:29]. The yield is 0.830. (2) The reactants are [CH3:1][O:2][C:3](=[O:39])[CH:4]([C:10]1[CH:11]=[C:12]([C:30]2[CH:35]=[CH:34][CH:33]=[C:32]([N+:36]([O-:38])=[O:37])[CH:31]=2)[C:13]([OH:29])=[C:14]([C:16]2[NH:17][C:18]3[C:23]([CH:24]=2)=[CH:22][C:21]([C:25](OC)=[NH:26])=[CH:20][CH:19]=3)[CH:15]=1)[CH2:5][C:6]([O:8][CH3:9])=[O:7].C(=O)([O-])[O-].[NH4+:44].[NH4+]. The yield is 0.700. The catalyst is CO. The product is [CH3:1][O:2][C:3](=[O:39])[CH:4]([C:10]1[CH:11]=[C:12]([C:30]2[CH:35]=[CH:34][CH:33]=[C:32]([N+:36]([O-:38])=[O:37])[CH:31]=2)[C:13]([OH:29])=[C:14]([C:16]2[NH:17][C:18]3[C:23]([CH:24]=2)=[CH:22][C:21]([C:25](=[NH:26])[NH2:44])=[CH:20][CH:19]=3)[CH:15]=1)[CH2:5][C:6]([O:8][CH3:9])=[O:7].